From a dataset of Full USPTO retrosynthesis dataset with 1.9M reactions from patents (1976-2016). Predict the reactants needed to synthesize the given product. (1) Given the product [F:34][C:31]1[CH:30]=[CH:29][C:28]([C:18]2[N:19]=[C:20]([C:21]3[CH:22]=[CH:23][C:24]([F:27])=[CH:25][CH:26]=3)[N:16]([CH2:15][C:14]([N:11]3[CH2:10][CH2:9][NH:8][CH2:13][CH2:12]3)=[O:35])[N:17]=2)=[CH:33][CH:32]=1, predict the reactants needed to synthesize it. The reactants are: C(OC([N:8]1[CH2:13][CH2:12][N:11]([C:14](=[O:35])[CH2:15][N:16]2[C:20]([C:21]3[CH:26]=[CH:25][C:24]([F:27])=[CH:23][CH:22]=3)=[N:19][C:18]([C:28]3[CH:33]=[CH:32][C:31]([F:34])=[CH:30][CH:29]=3)=[N:17]2)[CH2:10][CH2:9]1)=O)(C)(C)C.FC(F)(F)C(O)=O. (2) The reactants are: [Cl:1][C:2]1[CH:7]=[C:6]([Cl:8])[CH:5]=[CH:4][C:3]=1[C@@:9]1([CH2:33][N:34]2[CH:38]=[CH:37][N:36]=[CH:35]2)[O:13][C@H:12]([CH2:14][O:15][C:16]2[CH:21]=[CH:20][C:19]([N:22]3[CH2:27][CH2:26][N:25]([C:28]([NH:30][CH2:31][CH3:32])=[O:29])[CH2:24][CH2:23]3)=[CH:18][CH:17]=2)[CH2:11][O:10]1.ClC1C=C(Cl)C=CC=1[C@]1(CN2C=CN=C2)O[C@@H](COC2C=CC(N3CCNCC3)=CC=2)CO1.ClC1C=C(Cl)C=CC=1[C@@]1(CN2C=CN=C2)O[C@H](COC2C=CC(N3CCNCC3)=CC=2)CO1. Given the product [Cl:1][C:2]1[CH:7]=[C:6]([Cl:8])[CH:5]=[CH:4][C:3]=1[C@:9]1([CH2:33][N:34]2[CH:38]=[CH:37][N:36]=[CH:35]2)[O:13][C@@H:12]([CH2:14][O:15][C:16]2[CH:17]=[CH:18][C:19]([N:22]3[CH2:23][CH2:24][N:25]([C:28]([NH:30][CH2:31][CH3:32])=[O:29])[CH2:26][CH2:27]3)=[CH:20][CH:21]=2)[CH2:11][O:10]1, predict the reactants needed to synthesize it. (3) Given the product [Br:30][C:31]#[C:32][C:68]1[CH:69]=[CH:70][C:71]([C:72]([NH:73][C@@H:1]([C:48]([NH:51][C:52]([O:54][C:55]([CH3:56])([CH3:57])[CH3:58])=[O:53])([CH3:49])[CH3:50])[C:2]([O:4][CH3:83])=[O:3])=[O:92])=[CH:23][CH:20]=1, predict the reactants needed to synthesize it. The reactants are: [C:1](O)(=O)[C:2]([OH:4])=[O:3].N[C@@H:1]([C:20](NC(O[C:20]([CH3:23])(C)C)=O)(C)[CH3:23])[C:2]([O:4]C)=[O:3].C(=O)([O-])[O-].[K+].[K+].[Br:30][C:31]#[C:32]C1C=CC(C(O)=O)=CC=1.N[C@@H]([C:48]([NH:51][C:52]([O:54][C:55]([CH3:58])([CH3:57])[CH3:56])=[O:53])([CH3:50])[CH3:49])C(OC)=O.CN(C(ON1N=N[C:69]2[CH:70]=[CH:71][CH:72]=[N:73][C:68]1=2)=[N+](C)C)C.F[P-](F)(F)(F)(F)F.[CH2:83](N(C(C)C)C(C)C)C.[OH2:92]. (4) Given the product [CH3:1][O:2][C:3](=[O:12])[C:4]1[CH:5]=[C:6]([S:68][CH2:65][CH2:66][CH3:67])[N:7]=[C:8]([Cl:10])[CH:9]=1, predict the reactants needed to synthesize it. The reactants are: [CH3:1][O:2][C:3](=[O:12])[C:4]1[CH:9]=[C:8]([Cl:10])[N:7]=[C:6](Cl)[CH:5]=1.C1(P(C2C=CC=CC=2)C2C=CC3C(=CC=CC=3)C=2C2C3C(=CC=CC=3)C=CC=2P(C2C=CC=CC=2)C2C=CC=CC=2)C=CC=CC=1.C(=O)([O-])[O-].[Cs+].[Cs+].[CH2:65]([SH:68])[CH2:66][CH3:67].